This data is from Reaction yield outcomes from USPTO patents with 853,638 reactions. The task is: Predict the reaction yield, written as a fraction of the theoretical maximum amount of product (1.0 means a 100% yield; for example, 0.34 means a 34% yield). The reactants are Br[CH2:2][C:3]([C:5]1[CH:10]=[CH:9][C:8]([Cl:11])=[C:7]([Cl:12])[CH:6]=1)=[O:4].[BH4-].[Na+].[OH-].[Na+]. The catalyst is CO. The product is [Cl:12][C:7]1[CH:6]=[C:5]([CH:3]2[CH2:2][O:4]2)[CH:10]=[CH:9][C:8]=1[Cl:11]. The yield is 0.500.